This data is from Forward reaction prediction with 1.9M reactions from USPTO patents (1976-2016). The task is: Predict the product of the given reaction. (1) Given the reactants [Cl:1][C:2]1[CH:30]=[C:29]([O:31][CH2:32][CH2:33][O:34]C(=O)C)[CH:28]=[CH:27][C:3]=1[C:4]([N:6]1[C:12]2[CH:13]=[CH:14][CH:15]=[CH:16][C:11]=2[CH2:10][N:9]([C:17]([NH:19][CH2:20][C:21]([O:23][CH2:24]C)=[O:22])=[O:18])[C@H:8]([CH3:26])[CH2:7]1)=[O:5].C(=O)([O-])O.[Na+], predict the reaction product. The product is: [Cl:1][C:2]1[CH:30]=[C:29]([O:31][CH2:32][CH2:33][OH:34])[CH:28]=[CH:27][C:3]=1[C:4]([N:6]1[C:12]2[CH:13]=[CH:14][CH:15]=[CH:16][C:11]=2[CH2:10][N:9]([C:17]([NH:19][CH2:20][C:21]([O:23][CH3:24])=[O:22])=[O:18])[C@H:8]([CH3:26])[CH2:7]1)=[O:5]. (2) The product is: [CH3:16][S:17]([O:1][CH:2]1[CH2:3][CH:4]([NH:8][C:9]([O:10][C:11]([CH3:12])([CH3:14])[CH3:13])=[O:15])[CH2:5][O:6][CH2:7]1)(=[O:19])=[O:18]. Given the reactants [OH:1][CH:2]1[CH2:7][O:6][CH2:5][CH:4]([NH:8][C:9](=[O:15])[O:10][C:11]([CH3:14])([CH3:13])[CH3:12])[CH2:3]1.[CH3:16][S:17](Cl)(=[O:19])=[O:18], predict the reaction product. (3) The product is: [C:1]([C:5]1[CH:11]=[CH:10][C:9]([N+:12]([O-:14])=[O:13])=[CH:8][C:6]=1[F:20])([CH3:4])([CH3:3])[CH3:2]. Given the reactants [C:1]([C:5]1[CH:11]=[CH:10][C:9]([N+:12]([O-:14])=[O:13])=[CH:8][C:6]=1N)([CH3:4])([CH3:3])[CH3:2].Cl.N([O-])=O.[Na+].[F:20][B-](F)(F)F.[Na+], predict the reaction product. (4) The product is: [Cl:20][C:12]1[C:13]([F:19])=[N:14][C:15]([F:18])=[C:16]([F:17])[C:11]=1[CH2:10][C:9]([OH:21])=[O:8]. Given the reactants C([O:8][C:9](=[O:21])[CH2:10][C:11]1[C:16]([F:17])=[C:15]([F:18])[N:14]=[C:13]([F:19])[C:12]=1[Cl:20])C1C=CC=CC=1, predict the reaction product. (5) Given the reactants [F:1][C:2]1[CH:16]=[CH:15][C:5]([CH2:6][O:7][C:8]2[CH:13]=[CH:12][NH:11][C:10](=[O:14])[CH:9]=2)=[CH:4][CH:3]=1.Br[C:18]1[CH:19]=[CH:20][C:21]2[N:25]=[C:24]([C:26]([CH:28]3[CH2:30][CH2:29]3)=[O:27])[N:23]([CH3:31])[C:22]=2[CH:32]=1.CNCCNC.C(=O)([O-])[O-].[K+].[K+], predict the reaction product. The product is: [CH:28]1([C:26]([C:24]2[N:23]([CH3:31])[C:22]3[CH:32]=[C:18]([N:11]4[CH:12]=[CH:13][C:8]([O:7][CH2:6][C:5]5[CH:15]=[CH:16][C:2]([F:1])=[CH:3][CH:4]=5)=[CH:9][C:10]4=[O:14])[CH:19]=[CH:20][C:21]=3[N:25]=2)=[O:27])[CH2:30][CH2:29]1. (6) Given the reactants I[C:2]1[CH:3]=[C:4]([CH:8]([O:18][CH:19]2[CH2:24][CH2:23][N:22]([CH3:25])[CH2:21][CH2:20]2)[C:9]2[S:10][C:11]3[CH:17]=[CH:16][CH:15]=[CH:14][C:12]=3[N:13]=2)[CH:5]=[CH:6][CH:7]=1.[C:26]1(B(O)O)[CH:31]=[CH:30][CH:29]=[CH:28][CH:27]=1.[C:35]([O-:40])(=[O:39])[C:36]([O-:38])=[O:37], predict the reaction product. The product is: [C:2]1([C:26]2[CH:31]=[CH:30][CH:29]=[CH:28][CH:27]=2)[CH:7]=[CH:6][CH:5]=[C:4]([CH:8]([O:18][CH:19]2[CH2:24][CH2:23][N:22]([CH3:25])[CH2:21][CH2:20]2)[C:9]2[S:10][C:11]3[CH:17]=[CH:16][CH:15]=[CH:14][C:12]=3[N:13]=2)[CH:3]=1.[C:35]([O-:40])(=[O:39])[C:36]([O-:38])=[O:37]. (7) Given the reactants [Cl:1][C:2]1[N:3]=[CH:4][C:5]2[NH:10][CH:9]=[C:8]([I:11])[C:6]=2[N:7]=1.[OH-].[Na+].[CH3:14]I.O, predict the reaction product. The product is: [Cl:1][C:2]1[N:3]=[CH:4][C:5]2[N:10]([CH3:14])[CH:9]=[C:8]([I:11])[C:6]=2[N:7]=1. (8) Given the reactants [CH3:1][C:2]1[N:3]=[CH:4][NH:5][C:6]=1[C:7]([O:9][CH2:10][CH3:11])=[O:8].O1C=NN=C1C1C=CC=CC=1O[CH2:20][C:21]1[CH:35]=[CH:34][C:24]([C:25]([NH:27][C:28]2[CH:33]=[CH:32][CH:31]=[CH:30][N:29]=2)=[O:26])=[CH:23][CH:22]=1, predict the reaction product. The product is: [CH3:1][C:2]1[N:3]([CH2:20][C:21]2[CH:22]=[CH:23][C:24]([C:25]([NH:27][C:28]3[CH:33]=[CH:32][CH:31]=[CH:30][N:29]=3)=[O:26])=[CH:34][CH:35]=2)[CH:4]=[N:5][C:6]=1[C:7]([O:9][CH2:10][CH3:11])=[O:8]. (9) Given the reactants [Cl:1][C:2]1[CH:3]=[C:4]([OH:9])[CH:5]=[CH:6][C:7]=1[Cl:8].F[C:11]1[CH:18]=[CH:17][C:14]([CH:15]=[O:16])=[CH:13][CH:12]=1, predict the reaction product. The product is: [Cl:1][C:2]1[CH:3]=[C:4]([CH:5]=[CH:6][C:7]=1[Cl:8])[O:9][C:11]1[CH:18]=[CH:17][C:14]([CH:15]=[O:16])=[CH:13][CH:12]=1.